From a dataset of Full USPTO retrosynthesis dataset with 1.9M reactions from patents (1976-2016). Predict the reactants needed to synthesize the given product. (1) The reactants are: [CH3:1][N:2]1[C:7]2=[CH:8][S:9][C:10](C)=[C:6]2[C:5](=[O:12])[N:4]([CH3:13])[C:3]1=[O:14].[Br:15][C:16]1[CH:21]=[CH:20][C:19]([N:22]2[CH:26]=[CH:25][C:24]([NH2:27])=[N:23]2)=[CH:18][CH:17]=1.CCN=C=NC[CH2:34][CH2:35]N(C)C.Cl.C1C=CC2N([OH:49])N=NC=2C=1. Given the product [Br:15][C:16]1[CH:17]=[CH:18][C:19]([N:22]2[CH:26]=[CH:25][C:24]([NH:27][C:34](=[O:49])[CH2:35][C:7]3[C:6]4[C:5](=[O:12])[N:4]([CH3:13])[C:3](=[O:14])[N:2]([CH3:1])[C:10]=4[S:9][CH:8]=3)=[N:23]2)=[CH:20][CH:21]=1, predict the reactants needed to synthesize it. (2) Given the product [F:23][C:24]1[CH:25]=[C:26]([CH:27]=[C:28]([C:30]([F:31])([F:32])[F:33])[CH:29]=1)[O:1][CH:2]1[CH2:6][CH2:5][N:4]([C:7]([C:9]2[CH:14]=[C:13]([S:15]([CH3:18])(=[O:17])=[O:16])[CH:12]=[CH:11][C:10]=2[O:19][CH:20]([CH3:22])[CH3:21])=[O:8])[CH2:3]1, predict the reactants needed to synthesize it. The reactants are: [OH:1][CH:2]1[CH2:6][CH2:5][N:4]([C:7]([C:9]2[CH:14]=[C:13]([S:15]([CH3:18])(=[O:17])=[O:16])[CH:12]=[CH:11][C:10]=2[O:19][CH:20]([CH3:22])[CH3:21])=[O:8])[CH2:3]1.[F:23][C:24]1[CH:25]=[C:26](O)[CH:27]=[C:28]([C:30]([F:33])([F:32])[F:31])[CH:29]=1. (3) Given the product [Cl:16][C:17]1[C:22]([O:15][C:12]2[CH:13]=[CH:14][C:9]([NH:8][C:3]3[C:2]([F:1])=[CH:7][CH:6]=[CH:5][N:4]=3)=[CH:10][CH:11]=2)=[N:21][CH:20]=[CH:19][N:18]=1, predict the reactants needed to synthesize it. The reactants are: [F:1][C:2]1[C:3]([NH:8][C:9]2[CH:14]=[CH:13][C:12]([OH:15])=[CH:11][CH:10]=2)=[N:4][CH:5]=[CH:6][CH:7]=1.[Cl:16][C:17]1[C:22](Cl)=[N:21][CH:20]=[CH:19][N:18]=1.C(=O)([O-])[O-].[K+].[K+]. (4) Given the product [CH:46]1([NH:45][C:43]([C:40]2[N:39]=[CH:38][C:37]([C:16]3[CH:15]=[CH:14][C:13]([C@@H:11]([N:7]4[CH2:6][CH2:5][C@:4]([CH2:3][C:2]([OH:1])([CH3:34])[CH3:35])([C:28]5[CH:33]=[CH:32][CH:31]=[CH:30][CH:29]=5)[O:9][C:8]4=[O:10])[CH3:12])=[CH:18][CH:17]=3)=[CH:42][N:41]=2)=[O:44])[CH2:48][CH2:47]1, predict the reactants needed to synthesize it. The reactants are: [OH:1][C:2]([CH3:35])([CH3:34])[CH2:3][C@@:4]1([C:28]2[CH:33]=[CH:32][CH:31]=[CH:30][CH:29]=2)[O:9][C:8](=[O:10])[N:7]([C@H:11]([C:13]2[CH:18]=[CH:17][C:16](B3OC(C)(C)C(C)(C)O3)=[CH:15][CH:14]=2)[CH3:12])[CH2:6][CH2:5]1.Br[C:37]1[CH:38]=[N:39][C:40]([C:43]([NH:45][CH:46]2[CH2:48][CH2:47]2)=[O:44])=[N:41][CH:42]=1. (5) Given the product [NH2:31][C:12]1[CH:11]=[C:10]([C:4]2[CH:5]=[CH:6][C:7]([O:8][CH3:9])=[C:2]([F:1])[CH:3]=2)[CH:15]=[CH:14][C:13]=1[C:16]([NH:18][C:19]1([C:27]([O:29][CH3:30])=[O:28])[CH2:26][CH2:25][CH2:24][CH2:23][CH2:22][CH2:21][CH2:20]1)=[O:17], predict the reactants needed to synthesize it. The reactants are: [F:1][C:2]1[CH:3]=[C:4]([C:10]2[CH:15]=[CH:14][C:13]([C:16]([NH:18][C:19]3([C:27]([O:29][CH3:30])=[O:28])[CH2:26][CH2:25][CH2:24][CH2:23][CH2:22][CH2:21][CH2:20]3)=[O:17])=[C:12]([N+:31]([O-])=O)[CH:11]=2)[CH:5]=[CH:6][C:7]=1[O:8][CH3:9].